Task: Predict the reaction yield, written as a fraction of the theoretical maximum amount of product (1.0 means a 100% yield; for example, 0.34 means a 34% yield).. Dataset: Reaction yield outcomes from USPTO patents with 853,638 reactions (1) The reactants are [F:1][C:2]1[CH:7]=[CH:6][CH:5]=[C:4]([O:8][CH3:9])[C:3]=1[OH:10].F[C:12]1[CH:17]=[CH:16][C:15]([F:18])=[CH:14][C:13]=1[N+:19]([O-:21])=[O:20].[F:22][C:23]1[CH:24]=[CH:25][C:26]([O:30][C:31]2[C:36]([O:37][CH3:38])=[CH:35][CH:34]=[CH:33][C:32]=2[F:39])=[C:27]([CH:29]=1)[NH2:28].[NH2:40][C:41]1[S:42][CH:43]=[CH:44][N:45]=1. No catalyst specified. The product is [F:18][C:15]1[CH:16]=[CH:17][C:12]([O:10][C:3]2[C:4]([O:8][CH3:9])=[CH:5][CH:6]=[CH:7][C:2]=2[F:1])=[C:13]([N+:19]([O-:21])=[O:20])[CH:14]=1.[F:22][C:23]1[CH:24]=[CH:25][C:26]([O:30][C:31]2[C:36]([O:37][CH3:38])=[CH:35][CH:34]=[CH:33][C:32]=2[F:39])=[C:27]([NH:28][C:3]([NH:40][C:41]2[S:42][CH:43]=[CH:44][N:45]=2)=[O:10])[CH:29]=1. The yield is 0.650. (2) The catalyst is C1COCC1. The product is [F:23][C:24]1[CH:25]=[CH:26][C:27]([CH2:28][O:29][CH2:30][C:31]([NH:33][CH2:34][CH2:35][CH2:36][O:10][C:7]2[CH:8]=[CH:9][C:4]([N+:1]([O-:3])=[O:2])=[CH:5][CH:6]=2)=[O:32])=[CH:38][CH:39]=1. The yield is 0.530. The reactants are [N+:1]([C:4]1[CH:9]=[CH:8][C:7]([OH:10])=[CH:6][CH:5]=1)([O-:3])=[O:2].CCOC(/N=N/C(OCC)=O)=O.[F:23][C:24]1[CH:39]=[CH:38][C:27]([CH2:28][O:29][CH2:30][C:31]([NH:33][CH2:34][CH2:35][CH2:36]O)=[O:32])=[CH:26][CH:25]=1. (3) The reactants are [Cl:1][C:2]1[CH:3]=[C:4]([CH2:21][CH2:22][O:23]C(=O)C)[CH:5]=[C:6]([Cl:20])[C:7]=1[O:8][C:9]1[CH:14]=[C:13]([CH:15]([CH3:17])[CH3:16])[C:12](=[O:18])[N:11]([CH3:19])[N:10]=1.[OH-].[Na+]. The catalyst is CO. The product is [Cl:1][C:2]1[CH:3]=[C:4]([CH2:21][CH2:22][OH:23])[CH:5]=[C:6]([Cl:20])[C:7]=1[O:8][C:9]1[CH:14]=[C:13]([CH:15]([CH3:17])[CH3:16])[C:12](=[O:18])[N:11]([CH3:19])[N:10]=1. The yield is 0.970. (4) The reactants are [CH:1]1[C:14]2[CH:13]=[C:12](B(O)O)[C:11]3[C:6](=[CH:7][CH:8]=[CH:9][CH:10]=3)[C:5]=2[CH:4]=[CH:3][CH:2]=1.[Br:18][C:19]1[CH:28]=[CH:27][C:26]2[C:21](=[CH:22][CH:23]=[C:24](Br)[CH:25]=2)[CH:20]=1.C(COC)OC.C(=O)([O-])[O-].[Na+].[Na+]. The catalyst is C1C=CC([P]([Pd]([P](C2C=CC=CC=2)(C2C=CC=CC=2)C2C=CC=CC=2)([P](C2C=CC=CC=2)(C2C=CC=CC=2)C2C=CC=CC=2)[P](C2C=CC=CC=2)(C2C=CC=CC=2)C2C=CC=CC=2)(C2C=CC=CC=2)C2C=CC=CC=2)=CC=1.O.C1(C)C=CC=CC=1. The product is [Br:18][C:19]1[CH:20]=[C:21]2[C:26](=[CH:27][CH:28]=1)[CH:25]=[C:24]([C:12]1[C:11]3[C:6]([C:5]4[CH:4]=[CH:3][CH:2]=[CH:1][C:14]=4[CH:13]=1)=[CH:7][CH:8]=[CH:9][CH:10]=3)[CH:23]=[CH:22]2. The yield is 0.430. (5) The reactants are [Br:1][C:2]1[CH:3]=[C:4]2[C:15](=[CH:16][CH:17]=1)[O:14][C:7]1[C:8]([F:13])=[N:9][C:10]([Cl:12])=[CH:11][C:6]=1[C:5]2([CH2:19][C:20](OC(C)(C)C)=[O:21])[OH:18].[H-].C([Al+]CC(C)C)C(C)C. The catalyst is C1COCC1. The product is [Br:1][C:2]1[CH:3]=[C:4]2[C:15](=[CH:16][CH:17]=1)[O:14][C:7]1[C:8]([F:13])=[N:9][C:10]([Cl:12])=[CH:11][C:6]=1[C:5]2([CH2:19][CH2:20][OH:21])[OH:18]. The yield is 0.860.